Predict the reactants needed to synthesize the given product. From a dataset of Full USPTO retrosynthesis dataset with 1.9M reactions from patents (1976-2016). (1) Given the product [P:7]([O:18][CH:19]=[CH2:15])([O:11][CH2:12][CH3:13])([O:8][CH2:9][CH3:10])=[O:14], predict the reactants needed to synthesize it. The reactants are: [Li+].CCC[CH2-].Cl[P:7](=[O:14])([O:11][CH2:12][CH3:13])[O:8][CH2:9][CH3:10].[CH2:15]1[CH2:19][O:18]CC1. (2) The reactants are: [O:1]([C@H:9]1[CH2:14][CH2:13][C@H:12]2[C@H:15]3[C@H:24]([CH2:25][CH2:26][C@:10]12[CH3:11])[C:23]1[CH:22]=[CH:21][C:20]([O:27][CH3:28])=[CH:19][C:18]=1[CH:17]([OH:29])[CH2:16]3)[Si:2]([C:5]([CH3:8])([CH3:7])[CH3:6])([CH3:4])[CH3:3]. Given the product [O:1]([C@H:9]1[CH2:14][CH2:13][C@H:12]2[C@H:15]3[C@H:24]([CH2:25][CH2:26][C@:10]12[CH3:11])[C:23]1[CH:22]=[CH:21][C:20]([O:27][CH3:28])=[CH:19][C:18]=1[C:17](=[O:29])[CH2:16]3)[Si:2]([C:5]([CH3:8])([CH3:7])[CH3:6])([CH3:4])[CH3:3], predict the reactants needed to synthesize it. (3) Given the product [F:1][C:2]1[CH:3]=[C:4]([C:10]2[CH2:11][CH2:12][CH2:13][C:14]3[CH:26]=[C:25]([O:27][CH3:28])[CH:24]=[CH:23][C:15]=3[C:16]=2[CH2:17][CH2:18][CH2:19][CH2:20][CH2:21][OH:22])[CH:5]=[CH:6][C:7]=1[O:8][CH3:9], predict the reactants needed to synthesize it. The reactants are: [F:1][C:2]1[CH:3]=[C:4]([C:10]2[CH2:11][CH2:12][CH2:13][C:14]3[CH:26]=[C:25]([O:27][CH3:28])[CH:24]=[CH:23][C:15]=3[C:16]=2[C:17]#[C:18][CH2:19][CH2:20][CH2:21][OH:22])[CH:5]=[CH:6][C:7]=1[O:8][CH3:9]. (4) Given the product [C:16]([C:18]1[N:22]([CH3:23])[C:21]([C:2]2[CH:7]=[CH:6][C:5]([S:8]([NH:11][CH:12]3[CH2:14][CH2:13]3)(=[O:10])=[O:9])=[CH:4][C:3]=2[F:15])=[CH:20][CH:19]=1)#[N:17], predict the reactants needed to synthesize it. The reactants are: Br[C:2]1[CH:7]=[CH:6][C:5]([S:8]([NH:11][CH:12]2[CH2:14][CH2:13]2)(=[O:10])=[O:9])=[CH:4][C:3]=1[F:15].[C:16]([C:18]1[N:22]([CH3:23])[C:21](B(O)O)=[CH:20][CH:19]=1)#[N:17].[F-].[K+].C(P(C(C)(C)C)C(C)(C)C)(C)(C)C. (5) Given the product [C:18]([N:20]=[C:21]([N:15]1[CH2:16][CH2:17][CH:12]([NH:11][C:9]([C:3]2[NH:4][C:5]([CH3:8])=[C:6]([Cl:7])[C:2]=2[Cl:1])=[O:10])[CH2:13][CH2:14]1)[S:22][CH3:23])#[N:19], predict the reactants needed to synthesize it. The reactants are: [Cl:1][C:2]1[C:6]([Cl:7])=[C:5]([CH3:8])[NH:4][C:3]=1[C:9]([NH:11][CH:12]1[CH2:17][CH2:16][NH:15][CH2:14][CH2:13]1)=[O:10].[C:18]([N:20]=[C:21](SC)[S:22][CH3:23])#[N:19]. (6) Given the product [Cl:1][C:2]1[CH:7]=[C:6]([N+:8]([O-:10])=[O:9])[CH:5]=[CH:4][C:3]=1[CH2:11][C:17]#[N:18], predict the reactants needed to synthesize it. The reactants are: [Cl:1][C:2]1[CH:7]=[C:6]([N+:8]([O-:10])=[O:9])[CH:5]=[CH:4][C:3]=1[CH3:11].C(O[CH:17](N(C)C)[N:18](C)C)(C)(C)C.NOS(O)(=O)=O. (7) Given the product [NH2:1][C:2]1[C:11]2[CH:10]=[CH:9][CH:8]=[C:7]([C:29]3[C:26]([C:27]#[N:28])=[CH:25][N:24]=[C:23]([O:22][CH3:21])[CH:30]=3)[C:6]=2[N:5]=[C:4]2[CH2:13][N:14]([CH:17]3[CH2:20][CH2:19][CH2:18]3)[C:15](=[O:16])[C:3]=12, predict the reactants needed to synthesize it. The reactants are: [NH2:1][C:2]1[C:11]2[CH:10]=[CH:9][CH:8]=[C:7](Br)[C:6]=2[N:5]=[C:4]2[CH2:13][N:14]([CH:17]3[CH2:20][CH2:19][CH2:18]3)[C:15](=[O:16])[C:3]=12.[CH3:21][O:22][C:23]1[CH:30]=[C:29]([Sn](CCCC)(CCCC)CCCC)[C:26]([C:27]#[N:28])=[CH:25][N:24]=1. (8) Given the product [C:1]([O:4][CH2:5][C:6]1[C:28]([F:29])=[C:27]([NH2:30])[C:9]2[C:10](=[O:26])[CH:11]=[C:12]([C:14]3[CH:19]=[CH:18][C:17]([NH:20][C:21](=[O:24])[CH2:22][N:34]([CH3:35])[CH3:33])=[C:16]([F:25])[CH:15]=3)[O:13][C:8]=2[C:7]=1[F:31])(=[O:3])[CH3:2], predict the reactants needed to synthesize it. The reactants are: [C:1]([O:4][CH2:5][C:6]1[C:28]([F:29])=[C:27]([NH2:30])[C:9]2[C:10](=[O:26])[CH:11]=[C:12]([C:14]3[CH:19]=[CH:18][C:17]([NH:20][C:21](=[O:24])[CH2:22]Cl)=[C:16]([F:25])[CH:15]=3)[O:13][C:8]=2[C:7]=1[F:31])(=[O:3])[CH3:2].Cl.[CH3:33][NH:34][CH3:35].C(N(C(C)C)CC)(C)C.O. (9) Given the product [C:1]([C:3]1([CH3:16])[CH2:7][CH2:6][N:5]([C:8]([O:10][C:11]([CH3:14])([CH3:13])[CH3:12])=[O:9])[CH2:4]1)#[N:2], predict the reactants needed to synthesize it. The reactants are: [C:1]([CH:3]1[CH2:7][CH2:6][N:5]([C:8]([O:10][C:11]([CH3:14])([CH3:13])[CH3:12])=[O:9])[CH2:4]1)#[N:2].[Li+].[CH3:16][Si]([N-][Si](C)(C)C)(C)C.IC. (10) Given the product [Si:1]([O:18][CH2:19][C:20]1[CH:21]=[C:22]([CH:54]=[C:55]([Cl:57])[CH:56]=1)[CH2:23][N:24]1[C:32]2[CH:31]=[CH:30][C:29]3[N:28]([C:58]([CH3:59])=[N:34][N:33]=3)[C:27]=2[CH:26]=[C:25]1[C:49]1[NH:50][N:51]=[CH:52][CH:53]=1)([C:14]([CH3:15])([CH3:16])[CH3:17])([C:8]1[CH:9]=[CH:10][CH:11]=[CH:12][CH:13]=1)[C:2]1[CH:3]=[CH:4][CH:5]=[CH:6][CH:7]=1, predict the reactants needed to synthesize it. The reactants are: [Si:1]([O:18][CH2:19][C:20]1[CH:21]=[C:22]([CH:54]=[C:55]([Cl:57])[CH:56]=1)[CH2:23][N:24]1[C:32]2[C:27](=[N:28][C:29]([N:33](C(OC(C)(C)C)=O)[NH:34]C(OC(C)(C)C)=O)=[CH:30][CH:31]=2)[CH:26]=[C:25]1[C:49]1[CH:53]=[CH:52][NH:51][N:50]=1)([C:14]([CH3:17])([CH3:16])[CH3:15])([C:8]1[CH:13]=[CH:12][CH:11]=[CH:10][CH:9]=1)[C:2]1[CH:7]=[CH:6][CH:5]=[CH:4][CH:3]=1.[C:58](O)(=O)[CH3:59].